From a dataset of Peptide-MHC class II binding affinity with 134,281 pairs from IEDB. Regression. Given a peptide amino acid sequence and an MHC pseudo amino acid sequence, predict their binding affinity value. This is MHC class II binding data. (1) The peptide sequence is INKWQVVAPQLPADL. The MHC is HLA-DPA10201-DPB11401 with pseudo-sequence HLA-DPA10201-DPB11401. The binding affinity (normalized) is 0.222. (2) The peptide sequence is TLGEVWKRELNLLDK. The MHC is HLA-DQA10501-DQB10402 with pseudo-sequence HLA-DQA10501-DQB10402. The binding affinity (normalized) is 0. (3) The peptide sequence is NWADVQSRYAAATSQ. The MHC is DRB1_0301 with pseudo-sequence DRB1_0301. The binding affinity (normalized) is 0.205. (4) The peptide sequence is SQDLELSWNLNGLAAY. The MHC is HLA-DQA10301-DQB10302 with pseudo-sequence HLA-DQA10301-DQB10302. The binding affinity (normalized) is 0.489.